The task is: Predict the reaction yield, written as a fraction of the theoretical maximum amount of product (1.0 means a 100% yield; for example, 0.34 means a 34% yield).. This data is from Reaction yield outcomes from USPTO patents with 853,638 reactions. (1) The reactants are C(O[C:6](=O)[N:7](C)[CH2:8][CH2:9][C:10]1[CH:15]=[CH:14][C:13]([O:16][C:17]2[CH:22]=[CH:21][CH:20]=[C:19]([C:23]([F:26])([F:25])[F:24])[CH:18]=2)=[CH:12][CH:11]=1)(C)(C)C.C(O)(C(F)(F)F)=O. The catalyst is C(Cl)Cl. The product is [CH3:6][NH:7][CH2:8][CH2:9][C:10]1[CH:11]=[CH:12][C:13]([O:16][C:17]2[CH:22]=[CH:21][CH:20]=[C:19]([C:23]([F:24])([F:26])[F:25])[CH:18]=2)=[CH:14][CH:15]=1. The yield is 0.821. (2) The reactants are [F:1][C:2]1[CH:3]=[C:4]2[C:8](=[CH:9][CH:10]=1)[NH:7][C:6](=[O:11])/[C:5]/2=[CH:12]\[C:13]1[NH:17][C:16]([CH3:18])=[C:15]([C:19]([OH:21])=O)[C:14]=1[CH3:22].CN(C)C=O.F[P-](F)(F)(F)(F)F.N1(O[P+](N(C)C)(N(C)C)N(C)C)C2C=CC=CC=2N=N1.[NH2:55][CH2:56][CH2:57][N:58]1[CH2:62][CH2:61][CH2:60][CH2:59]1. The catalyst is C(N(CC)CC)C. The product is [N:58]1([CH2:57][CH2:56][NH:55][C:19]([C:15]2[C:14]([CH3:22])=[C:13](/[CH:12]=[C:5]3\[C:6](=[O:11])[NH:7][C:8]4[C:4]\3=[CH:3][C:2]([F:1])=[CH:10][CH:9]=4)[NH:17][C:16]=2[CH3:18])=[O:21])[CH2:62][CH2:61][CH2:60][CH2:59]1. The yield is 0.770. (3) The reactants are [OH-].[Na+].[SH:3][C:4]1[CH:12]=[CH:11][C:7]([C:8]([OH:10])=[O:9])=[CH:6][CH:5]=1.C(=O)([O-])[O-].[K+].[K+].Cl[CH2:20][C:21]#[N:22]. The catalyst is O. The product is [C:21]([CH2:20][S:3][C:4]1[CH:12]=[CH:11][C:7]([C:8]([OH:10])=[O:9])=[CH:6][CH:5]=1)#[N:22]. The yield is 0.880.